This data is from HIV replication inhibition screening data with 41,000+ compounds from the AIDS Antiviral Screen. The task is: Binary Classification. Given a drug SMILES string, predict its activity (active/inactive) in a high-throughput screening assay against a specified biological target. (1) The compound is CCOC(=O)c1c(NC(=O)c2ccccc2)sc2c1CCCC2. The result is 0 (inactive). (2) The drug is COc1ccc(C2C(=O)C(Cl)N2Nc2nc(C)cc(O)n2)cc1OC. The result is 0 (inactive). (3) The compound is CCOC(=O)C(=CCC1NCCc2c1[nH]c1ccccc21)C(=O)OCC. The result is 0 (inactive). (4) The compound is Br.CC12CC(c3ccccc3O1)N1CCSC1=N2. The result is 0 (inactive). (5) The drug is CCOC(=O)c1ccc(NC(=O)ON=C(Cl)CC)cc1. The result is 0 (inactive).